From a dataset of Full USPTO retrosynthesis dataset with 1.9M reactions from patents (1976-2016). Predict the reactants needed to synthesize the given product. (1) Given the product [NH2:9][CH:8]([C:10]1[CH:15]=[CH:14][C:13]([O:16][CH3:17])=[CH:12][CH:11]=1)[C:5]1[CH:6]=[CH:7][C:2]([P:18](=[O:19])([O:23][CH2:24][CH3:25])[O:20][CH2:21][CH3:22])=[CH:3][CH:4]=1, predict the reactants needed to synthesize it. The reactants are: Br[C:2]1[CH:7]=[CH:6][C:5]([CH:8]([C:10]2[CH:15]=[CH:14][C:13]([O:16][CH3:17])=[CH:12][CH:11]=2)[NH2:9])=[CH:4][CH:3]=1.[P:18]([O-])([O:23][CH2:24][CH3:25])([O:20][CH2:21][CH3:22])=[O:19].CCN(CC)CC. (2) Given the product [C:2]([C:4]1[CH:9]=[CH:8][CH:7]=[CH:6][C:5]=1[C:10]1[C:11](=[O:28])[N:12]([C:22]2[CH:27]=[CH:26][CH:25]=[CH:24][CH:23]=2)[CH:13]=[C:14]([C:16]2[CH:21]=[CH:20][CH:19]=[CH:18][N:17]=2)[CH:15]=1)#[N:3], predict the reactants needed to synthesize it. The reactants are: O.[C:2]([C:4]1[CH:9]=[CH:8][CH:7]=[CH:6][C:5]=1[C:10]1[C:11](=[O:28])[N:12]([C:22]2[CH:27]=[CH:26][CH:25]=[CH:24][CH:23]=2)[CH:13]=[C:14]([C:16]2[CH:21]=[CH:20][CH:19]=[CH:18][N:17]=2)[CH:15]=1)#[N:3].C(O)C.Br.C(O)(=O)C. (3) Given the product [Cl:30][C:29]1[N:28]2[CH:31]=[CH:32][N:33]=[C:27]2[C:26]([NH:34][C:35]2[CH:40]=[CH:39][C:38]([N:41]3[CH2:42][CH2:43][N:44]([CH:47]([CH3:49])[CH3:48])[CH2:45][CH2:46]3)=[CH:37][N:36]=2)=[CH:25][C:24]=1[C:8]1[CH:9]=[C:10]2[C:5]([C:4]([CH2:20][CH2:21][OH:22])=[CH:3][N:2]2[CH3:1])=[CH:6][CH:7]=1, predict the reactants needed to synthesize it. The reactants are: [CH3:1][N:2]1[C:10]2[C:5](=[CH:6][CH:7]=[C:8](B3OC(C)(C)C(C)(C)O3)[CH:9]=2)[C:4]([CH2:20][CH2:21][OH:22])=[CH:3]1.Br[C:24]1[CH:25]=[C:26]([NH:34][C:35]2[CH:40]=[CH:39][C:38]([N:41]3[CH2:46][CH2:45][N:44]([CH:47]([CH3:49])[CH3:48])[CH2:43][CH2:42]3)=[CH:37][N:36]=2)[C:27]2[N:28]([CH:31]=[CH:32][N:33]=2)[C:29]=1[Cl:30].C(O)C(O)C.C(=O)([O-])[O-].[Na+].[Na+]. (4) Given the product [C:1]([O:5][C:6](=[O:31])[CH2:7][O:8][C:9]1[C:14]2[CH2:15][CH2:16][CH2:17][CH2:18][CH:19]([NH:20][S:21]([C:24]3[CH:29]=[CH:28][C:27]([C:39]4[CH:38]=[CH:37][CH:36]=[C:35]([CH2:34][CH2:33][OH:32])[CH:40]=4)=[CH:26][N:25]=3)(=[O:23])=[O:22])[C:13]=2[CH:12]=[CH:11][CH:10]=1)([CH3:4])([CH3:3])[CH3:2], predict the reactants needed to synthesize it. The reactants are: [C:1]([O:5][C:6](=[O:31])[CH2:7][O:8][C:9]1[C:14]2[CH2:15][CH2:16][CH2:17][CH2:18][CH:19]([NH:20][S:21]([C:24]3[CH:29]=[CH:28][C:27](Br)=[CH:26][N:25]=3)(=[O:23])=[O:22])[C:13]=2[CH:12]=[CH:11][CH:10]=1)([CH3:4])([CH3:3])[CH3:2].[OH:32][CH2:33][CH2:34][C:35]1[CH:36]=[C:37](B(O)O)[CH:38]=[CH:39][CH:40]=1.C([O-])([O-])=O.[K+].[K+]. (5) Given the product [N+:15]([C:18]1[CH:23]=[CH:22][C:21]([C:8]2[N:13]=[CH:12][C:11]([OH:14])=[CH:10][CH:9]=2)=[CH:20][CH:19]=1)([O-:17])=[O:16], predict the reactants needed to synthesize it. The reactants are: C(=O)([O-])[O-].[K+].[K+].Br[C:8]1[N:13]=[CH:12][C:11]([OH:14])=[CH:10][CH:9]=1.[N+:15]([C:18]1[CH:23]=[CH:22][C:21](B(O)O)=[CH:20][CH:19]=1)([O-:17])=[O:16]. (6) Given the product [ClH:14].[C:1]([N:5]1[CH:9]=[C:8]([CH2:10][Cl:14])[CH:7]=[N:6]1)([CH3:4])([CH3:3])[CH3:2], predict the reactants needed to synthesize it. The reactants are: [C:1]([N:5]1[CH:9]=[C:8]([CH2:10]O)[CH:7]=[N:6]1)([CH3:4])([CH3:3])[CH3:2].S(Cl)([Cl:14])=O. (7) The reactants are: [CH3:1][N:2]([CH3:20])[C:3]([C:5]1[N:14]([CH:15]2[CH2:19][CH2:18][CH2:17][CH2:16]2)[C:8]2[N:9]=[C:10](Cl)[N:11]=[CH:12][C:7]=2[CH:6]=1)=[O:4].[C:21]([O:25][C:26]([N:28]1[CH:33]2[CH2:34][CH2:35][CH:29]1[CH2:30][N:31]([C:36]([C:38]1[N:39]=[N:40][C:41]([NH2:44])=[CH:42][CH:43]=1)=[O:37])[CH2:32]2)=[O:27])([CH3:24])([CH3:23])[CH3:22].C([O-])([O-])=O.[Cs+].[Cs+]. Given the product [C:21]([O:25][C:26]([N:28]1[CH:33]2[CH2:34][CH2:35][CH:29]1[CH2:30][N:31]([C:36]([C:38]1[N:39]=[N:40][C:41]([NH:44][C:10]3[N:11]=[CH:12][C:7]4[CH:6]=[C:5]([C:3](=[O:4])[N:2]([CH3:20])[CH3:1])[N:14]([CH:15]5[CH2:19][CH2:18][CH2:17][CH2:16]5)[C:8]=4[N:9]=3)=[CH:42][CH:43]=1)=[O:37])[CH2:32]2)=[O:27])([CH3:24])([CH3:22])[CH3:23], predict the reactants needed to synthesize it. (8) Given the product [NH2:33][C:14]1[N:15]=[C:16]2[C:21]3[C:19]([CH2:20][CH:10]([C:8]#[N:9])[S:11][C:12]=3[N:13]=1)=[N:18][N:17]2[CH2:22][C:23]1[C:28]([CH3:29])=[C:27]([O:30][CH3:31])[C:26]([CH3:32])=[CH:25][N:24]=1, predict the reactants needed to synthesize it. The reactants are: FC(F)(F)C(O)=O.[C:8]([CH:10]1[CH2:20][C:19]2[C:21]3[C:16]([N:17]([CH2:22][C:23]4[C:28]([CH3:29])=[C:27]([O:30][CH3:31])[C:26]([CH3:32])=[CH:25][N:24]=4)[N:18]=2)=[N:15][C:14]([N:33](C(OC(C)(C)C)=O)C(OC(C)(C)C)=O)=[N:13][C:12]=3[S:11]1)#[N:9].CC1C=CC(S(OC(C#N)CC2C3C(=NC(N(C(OC(C)(C)C)=O)C(OC(C)(C)C)=O)=NC=3Cl)N(CC3C(C)=C(OC)C(C)=CN=3)N=2)(=O)=O)=CC=1. (9) The reactants are: [F:1][C:2]([F:48])([F:47])[S:3](OC1C(C)(C)[C@H]2[C@](C)(CC=1)[C@@H]1[C@](C)([C@@]3(C)[C@H](CC1)[C@H]1[C@H](C(C)=C)CC[C@]1(NCCN1CCS(=O)(=O)CC1)CC3)CC2)(=[O:5])=[O:4].[O:49]=[C:50]1[CH2:55][CH2:54][C:53]([C:56]([O:58][CH3:59])=[O:57])=[CH:52][CH2:51]1.[O:60]=[C:61]1[CH2:66][CH2:65][CH:64]([C:67]([O:69][CH3:70])=[O:68])[CH:63]=[CH:62]1. Given the product [F:1][C:2]([F:48])([F:47])[S:3]([O:49][C:50]1[CH2:55][CH2:54][C:53]([C:56]([O:58][CH3:59])=[O:57])=[CH:52][CH:51]=1)(=[O:5])=[O:4].[O:60]=[C:61]1[CH2:66][CH2:65][C:64]([C:67]([O:69][CH3:70])=[O:68])=[CH:63][CH2:62]1.[O:49]=[C:50]1[CH2:55][CH2:54][CH:53]([C:56]([O:58][CH3:59])=[O:57])[CH:52]=[CH:51]1, predict the reactants needed to synthesize it.